This data is from Peptide-MHC class II binding affinity with 134,281 pairs from IEDB. The task is: Regression. Given a peptide amino acid sequence and an MHC pseudo amino acid sequence, predict their binding affinity value. This is MHC class II binding data. (1) The peptide sequence is YFRNEQSIPPLIQKY. The MHC is DRB1_1101 with pseudo-sequence DRB1_1101. The binding affinity (normalized) is 0.398. (2) The peptide sequence is PGQQRSIQDNQVAYL. The MHC is DRB1_1301 with pseudo-sequence DRB1_1301. The binding affinity (normalized) is 0.221. (3) The peptide sequence is AAATACTTVYGAFAA. The MHC is HLA-DQA10401-DQB10402 with pseudo-sequence HLA-DQA10401-DQB10402. The binding affinity (normalized) is 0.456. (4) The peptide sequence is GKTSIGLLCVMASSV. The MHC is DRB1_1302 with pseudo-sequence DRB1_1302. The binding affinity (normalized) is 0.644. (5) The peptide sequence is GAMVATNFFGINTIP. The MHC is DRB1_0301 with pseudo-sequence DRB1_0301. The binding affinity (normalized) is 0.161. (6) The peptide sequence is GELQIVDKILAAFKI. The MHC is DRB3_0202 with pseudo-sequence DRB3_0202. The binding affinity (normalized) is 0.434.